Dataset: Catalyst prediction with 721,799 reactions and 888 catalyst types from USPTO. Task: Predict which catalyst facilitates the given reaction. (1) Reactant: [NH:1]1[CH2:6][CH2:5][NH:4][CH2:3][CH2:2]1.[CH:7](=O)[CH:8]([CH3:10])[CH3:9]. Product: [CH3:7][C:8]([CH3:10])=[CH:9][N:1]1[CH2:6][CH2:5][N:4]([CH:7]=[C:8]([CH3:10])[CH3:9])[CH2:3][CH2:2]1. The catalyst class is: 6. (2) The catalyst class is: 343. Product: [CH3:1][S:2]([OH:5])(=[O:4])=[O:3].[N:6]1[C:7]([CH2:15][O:16][C:17]2[CH:18]=[CH:19][C:20]([C:23]3[C:27](=[O:28])[C:26]([CH3:30])([CH3:29])[O:25][C:24]=3[C:31]3[CH:32]=[CH:33][C:34]([C:35]#[N:36])=[CH:37][CH:38]=3)=[CH:21][CH:22]=2)=[CH:8][N:9]2[CH:14]=[CH:13][CH:12]=[CH:11][C:10]=12. Reactant: [CH3:1][S:2]([OH:5])(=[O:4])=[O:3].[N:6]1[C:7]([CH2:15][O:16][C:17]2[CH:22]=[CH:21][C:20]([C:23]3[C:27](=[O:28])[C:26]([CH3:30])([CH3:29])[O:25][C:24]=3[C:31]3[CH:38]=[CH:37][C:34]([C:35]#[N:36])=[CH:33][CH:32]=3)=[CH:19][CH:18]=2)=[CH:8][N:9]2[CH:14]=[CH:13][CH:12]=[CH:11][C:10]=12. (3) Reactant: [CH2:1]([O:3][C:4](=[O:9])/[CH:5]=[CH:6]/[CH:7]=[O:8])[CH3:2].[N+](C1C=CC=CC=1C(O)=O)([O-])=O.N1CCCC1.[Cl:27][C:28]1[CH:35]=[CH:34][CH:33]=[C:32]([OH:36])[C:29]=1[CH:30]=O. Product: [CH2:1]([O:3][C:4]([CH:5]1[C:6]([CH:7]=[O:8])=[CH:30][C:29]2[C:32](=[CH:33][CH:34]=[CH:35][C:28]=2[Cl:27])[O:36]1)=[O:9])[CH3:2]. The catalyst class is: 16. (4) Reactant: CS(O[CH:6]([C:13]1[CH:17]=[C:16]([CH3:18])[O:15][N:14]=1)[CH:7]1[CH2:12][CH2:11][O:10][CH2:9][CH2:8]1)(=O)=O.[CH3:19][C:20]1[N:21]=[N:22][N:23]([CH3:42])[C:24]=1[C:25]1[CH:37]=[N:36][C:35]2[C:34]3[CH:33]=[CH:32][C:31]([C:38]([O:40][CH3:41])=[O:39])=[CH:30][C:29]=3[NH:28][C:27]=2[CH:26]=1.C(O)(C(F)(F)F)=O. Product: [CH3:19][C:20]1[N:21]=[N:22][N:23]([CH3:42])[C:24]=1[C:25]1[CH:37]=[N:36][C:35]2[C:34]3[CH:33]=[CH:32][C:31]([C:38]([O:40][CH3:41])=[O:39])=[CH:30][C:29]=3[N:28]([CH:6]([C:13]3[CH:17]=[C:16]([CH3:18])[O:15][N:14]=3)[CH:7]3[CH2:12][CH2:11][O:10][CH2:9][CH2:8]3)[C:27]=2[CH:26]=1. The catalyst class is: 192. (5) The catalyst class is: 87. Product: [O:13]1[CH2:14][CH:11]([N:9]2[CH:10]=[C:6]([C:4]([OH:5])=[O:3])[CH:7]=[N:8]2)[CH2:12]1. Reactant: C([O:3][C:4]([C:6]1[CH:7]=[N:8][N:9]([CH:11]2[CH2:14][O:13][CH2:12]2)[CH:10]=1)=[O:5])C.[Li+].[OH-]. (6) Reactant: [Cl:1][C:2]1[CH:7]=[CH:6][C:5]([NH:8][C:9]([C:11]2[CH:21]=[CH:20][C:14]([C:15](=[NH:19])OCC)=[CH:13][CH:12]=2)=[O:10])=[CH:4][C:3]=1[C:22]1[CH:27]=[CH:26][CH:25]=[CH:24][N:23]=1.[CH3:28][O:29][CH2:30][CH2:31][NH2:32]. Product: [Cl:1][C:2]1[CH:7]=[CH:6][C:5]([NH:8][C:9](=[O:10])[C:11]2[CH:12]=[CH:13][C:14]([C:15](=[NH:19])[NH:32][CH2:31][CH2:30][O:29][CH3:28])=[CH:20][CH:21]=2)=[CH:4][C:3]=1[C:22]1[CH:27]=[CH:26][CH:25]=[CH:24][N:23]=1. The catalyst class is: 5. (7) Reactant: C[Al](C)C.[CH3:5][C:6]1[N:7]=[CH:8][C:9]([NH2:12])=[N:10][CH:11]=1.[OH:13][C@H:14]([CH2:19][O:20][C@@H:21]([CH3:34])[CH2:22][O:23][Si:24]([CH:31]([CH3:33])[CH3:32])([CH:28]([CH3:30])[CH3:29])[CH:25]([CH3:27])[CH3:26])[C:15](OC)=[O:16].[C@H](O)(C([O-])=O)[C@@H](O)C([O-])=O.[Na+].[K+]. The catalyst class is: 133. Product: [OH:13][C@@H:14]([CH2:19][O:20][C@H:21]([CH3:34])[CH2:22][O:23][Si:24]([CH:28]([CH3:30])[CH3:29])([CH:31]([CH3:33])[CH3:32])[CH:25]([CH3:26])[CH3:27])[C:15]([NH:12][C:9]1[CH:8]=[N:7][C:6]([CH3:5])=[CH:11][N:10]=1)=[O:16]. (8) Reactant: [Br:1][C:2]1[CH:3]=[C:4]([C:12]([OH:14])=O)[C:5]2[C:10]([CH:11]=1)=[CH:9][CH:8]=[CH:7][CH:6]=2.F[P-](F)(F)(F)(F)F.[N:22]1([O:31][C:32](N(C)C)=[N+](C)C)[C:26]2N=CC=CC=2N=N1.CCN(C(C)C)C(C)C.Cl.CNOC. Product: [Br:1][C:2]1[CH:3]=[C:4]([C:12]([N:22]([CH3:26])[O:31][CH3:32])=[O:14])[C:5]2[C:10]([CH:11]=1)=[CH:9][CH:8]=[CH:7][CH:6]=2. The catalyst class is: 3.